Dataset: Peptide-MHC class I binding affinity with 185,985 pairs from IEDB/IMGT. Task: Regression. Given a peptide amino acid sequence and an MHC pseudo amino acid sequence, predict their binding affinity value. This is MHC class I binding data. (1) The binding affinity (normalized) is 0.0847. The peptide sequence is YQKVGMQKY. The MHC is HLA-A31:01 with pseudo-sequence HLA-A31:01. (2) The peptide sequence is ATFRLECPY. The MHC is HLA-B08:01 with pseudo-sequence HLA-B08:01. The binding affinity (normalized) is 0.0847.